From a dataset of Reaction yield outcomes from USPTO patents with 853,638 reactions. Predict the reaction yield, written as a fraction of the theoretical maximum amount of product (1.0 means a 100% yield; for example, 0.34 means a 34% yield). (1) The reactants are Br[C:2]1[C:7]([O:8][CH2:9][CH3:10])=[CH:6][CH:5]=[CH:4][C:3]=1[CH:11]1[O:15][CH2:14][CH2:13][O:12]1.[Li]CCCC.[B:21](OC(C)C)([O:26][CH:27]([CH3:29])[CH3:28])[O:22][CH:23]([CH3:25])[CH3:24]. The catalyst is C1COCC1. The product is [O:12]1[CH2:13][CH2:14][O:15][CH:11]1[C:3]1[CH:4]=[CH:5][CH:6]=[C:7]([O:8][CH2:9][CH3:10])[C:2]=1[B:21]([O:26][CH:27]([CH3:29])[CH3:28])[O:22][CH:23]([CH3:25])[CH3:24]. The yield is 0.870. (2) The yield is 0.500. The catalyst is ClCCl. The product is [Cl:1][C:2]1[C:10]2[N:9]=[C:8]3[N:11]([C:15]4[CH:20]=[CH:19][C:18]([O:21][CH3:22])=[CH:17][C:16]=4[Cl:23])[CH2:12][CH2:13][CH2:14][N:7]3[C:6]=2[C:5]([CH:24]([O:27][CH:28]2[CH2:30][CH2:29]2)[CH2:25][CH3:26])=[CH:4][CH:3]=1. The reactants are [Cl:1][C:2]1[C:10]2[N:9]=[C:8]3[N:11]([C:15]4[CH:20]=[CH:19][C:18]([O:21][CH3:22])=[CH:17][C:16]=4[Cl:23])[CH2:12][CH2:13][CH2:14][N:7]3[C:6]=2[C:5]([CH:24]([O:27][CH:28]=[CH2:29])[CH2:25][CH3:26])=[CH:4][CH:3]=1.[CH2:30]([Zn]CC)C.ICI.[Cl-].[NH4+].